Dataset: Catalyst prediction with 721,799 reactions and 888 catalyst types from USPTO. Task: Predict which catalyst facilitates the given reaction. Reactant: Br[CH2:2][C:3]1[C:8]([CH3:9])=[CH:7][CH:6]=[CH:5][C:4]=1[N:10]1[C:14](=[O:15])[N:13]([CH3:16])[N:12]=[N:11]1.[Br:17][C:18]1[CH:23]=[CH:22][C:21]([OH:24])=[C:20]([CH3:25])[C:19]=1[CH3:26].C(=O)([O-])[O-].[K+].[K+].C(#N)C. Product: [Br:17][C:18]1[CH:23]=[CH:22][C:21]([O:24][CH2:2][C:3]2[C:8]([CH3:9])=[CH:7][CH:6]=[CH:5][C:4]=2[N:10]2[C:14](=[O:15])[N:13]([CH3:16])[N:12]=[N:11]2)=[C:20]([CH3:25])[C:19]=1[CH3:26]. The catalyst class is: 6.